Dataset: Forward reaction prediction with 1.9M reactions from USPTO patents (1976-2016). Task: Predict the product of the given reaction. (1) Given the reactants [H-].[H-].[H-].[H-].[Li+].[Al+3].C([O:9][C:10]([C:12]1[C:16]2[CH:17]=[CH:18][C:19]([F:21])=[CH:20][C:15]=2[O:14][CH:13]=1)=O)C.[OH-].[Na+], predict the reaction product. The product is: [F:21][C:19]1[CH:18]=[CH:17][C:16]2[C:12]([CH2:10][OH:9])=[CH:13][O:14][C:15]=2[CH:20]=1. (2) The product is: [Br:1][C:2]1[CH:10]=[CH:9][C:8]([C:7]([OH:6])=[O:11])=[C:4]([CH2:5][O:28][Si:23]([C:19]([CH3:22])([CH3:21])[CH3:20])([CH3:25])[CH3:24])[CH:3]=1. Given the reactants [Br:1][C:2]1[CH:3]=[C:4]2[C:8](=[CH:9][CH:10]=1)[C:7](=[O:11])[O:6][CH2:5]2.[OH-].[K+].N1C=CN=C1.[C:19]([Si:23](Cl)([CH3:25])[CH3:24])([CH3:22])([CH3:21])[CH3:20].C([O-])([O-])=[O:28].[K+].[K+].C(O)(=O)CC(CC(O)=O)(C(O)=O)O, predict the reaction product. (3) Given the reactants [CH3:1][Si:2]([C:7]1[CH:12]=[CH:11][CH:10]=[CH:9][CH:8]=1)(OC)[O:3][CH3:4].[CH:13]([OH:17])([CH2:15][CH3:16])[CH3:14], predict the reaction product. The product is: [CH3:1][Si:2]([C:7]1[CH:12]=[CH:11][CH:10]=[CH:9][CH:8]=1)([O:3][CH3:4])[O:17][CH:13]([CH2:15][CH3:16])[CH3:14]. (4) Given the reactants [N:1]1[CH:6]=[CH:5][C:4]([C:7]2[CH:16]=[CH:15][C:14]3[C:9](=[C:10]([C:17]([OH:19])=O)[CH:11]=[CH:12][CH:13]=3)[N:8]=2)=[CH:3][CH:2]=1.C1N=CN(C(N2C=NC=C2)=O)C=1.[O-:32][N+:33]1[C:38]2[CH:39]=[CH:40][CH:41]=[CH:42][C:37]=2[N+:36]([O-:43])=[C:35]([NH:44][CH2:45][CH2:46][CH2:47][N:48]([CH3:59])[CH2:49][CH2:50][CH2:51][NH:52]C(=O)C(F)(F)F)[N:34]=1, predict the reaction product. The product is: [O-:32][N+:33]1[C:38]2[CH:39]=[CH:40][CH:41]=[CH:42][C:37]=2[N+:36]([O-:43])=[C:35]([NH:44][CH2:45][CH2:46][CH2:47][N:48]([CH3:59])[CH2:49][CH2:50][CH2:51][NH:52][C:17]([C:10]2[CH:11]=[CH:12][CH:13]=[C:14]3[C:9]=2[N:8]=[C:7]([C:4]2[CH:3]=[CH:2][N:1]=[CH:6][CH:5]=2)[CH:16]=[CH:15]3)=[O:19])[N:34]=1. (5) Given the reactants [C:1]([N:4]1[CH2:9][CH2:8][N:7]([C:10]2[CH:11]=[CH:12][C:13]([NH:16][C:17](=[O:30])[CH2:18][C:19]3[CH:20]=[N:21][C:22](Cl)=[C:23]([S:25]([CH3:28])(=[O:27])=[O:26])[CH:24]=3)=[N:14][CH:15]=2)[CH2:6][CH2:5]1)(=[O:3])[CH3:2].[CH3:31][C:32]1[CH:37]=[C:36](B2OC(C)(C)C(C)(C)O2)[CH:35]=[CH:34][N:33]=1.C([O-])([O-])=O.[Na+].[Na+].C1(C)C=CC=CC=1, predict the reaction product. The product is: [C:1]([N:4]1[CH2:9][CH2:8][N:7]([C:10]2[CH:11]=[CH:12][C:13]([NH:16][C:17](=[O:30])[CH2:18][C:19]3[CH:24]=[C:23]([S:25]([CH3:28])(=[O:27])=[O:26])[C:22]([C:36]4[CH:35]=[CH:34][N:33]=[C:32]([CH3:31])[CH:37]=4)=[N:21][CH:20]=3)=[N:14][CH:15]=2)[CH2:6][CH2:5]1)(=[O:3])[CH3:2].